This data is from Catalyst prediction with 721,799 reactions and 888 catalyst types from USPTO. The task is: Predict which catalyst facilitates the given reaction. Reactant: [Cl:1][C:2]1[C:12]([F:13])=[CH:11][CH:10]=[C:9]([F:14])[C:3]=1[CH2:4][NH:5][C:6]([NH2:8])=[O:7].C([O:17][CH:18]=[C:19]([C:25](OCC)=O)[C:20]([O:22][CH2:23][CH3:24])=[O:21])C.[O-]CC.[Na+].Cl. Product: [Cl:1][C:2]1[C:12]([F:13])=[CH:11][CH:10]=[C:9]([F:14])[C:3]=1[CH2:4][N:5]1[C:18](=[O:17])[C:19]([C:20]([O:22][CH2:23][CH3:24])=[O:21])=[CH:25][NH:8][C:6]1=[O:7]. The catalyst class is: 8.